The task is: Predict the reactants needed to synthesize the given product.. This data is from Full USPTO retrosynthesis dataset with 1.9M reactions from patents (1976-2016). (1) Given the product [C:2]([C:6]1[N:11]=[CH:10][C:9]([C:12]2[N:13]([C:33]([N:35]3[CH2:36][CH2:37][N:38]([CH2:41][C:42]([NH:54][C:51]4[CH:52]=[CH:53][N:48]=[CH:49][CH:50]=4)=[O:44])[CH2:39][CH2:40]3)=[O:34])[C@@:14]([C:26]3[CH:27]=[CH:28][C:29]([Cl:32])=[CH:30][CH:31]=3)([CH3:25])[C@@:15]([C:18]3[CH:23]=[CH:22][C:21]([Cl:24])=[CH:20][CH:19]=3)([CH3:17])[N:16]=2)=[C:8]([O:45][CH2:46][CH3:47])[CH:7]=1)([CH3:4])([CH3:5])[CH3:3], predict the reactants needed to synthesize it. The reactants are: Cl.[C:2]([C:6]1[N:11]=[CH:10][C:9]([C:12]2[N:13]([C:33]([N:35]3[CH2:40][CH2:39][N:38]([CH2:41][C:42]([OH:44])=O)[CH2:37][CH2:36]3)=[O:34])[C@@:14]([C:26]3[CH:31]=[CH:30][C:29]([Cl:32])=[CH:28][CH:27]=3)([CH3:25])[C@@:15]([C:18]3[CH:23]=[CH:22][C:21]([Cl:24])=[CH:20][CH:19]=3)([CH3:17])[N:16]=2)=[C:8]([O:45][CH2:46][CH3:47])[CH:7]=1)([CH3:5])([CH3:4])[CH3:3].[N:48]1[CH:53]=[CH:52][C:51]([NH2:54])=[CH:50][CH:49]=1. (2) The reactants are: C[O:2][C:3](=[O:32])[C:4]1[CH:9]=[CH:8][CH:7]=[C:6]([C:10]([N:12]2[CH2:17][CH2:16][CH2:15][CH2:14][C@H:13]2[CH2:18][NH:19][C:20]2[CH:29]=[N:28][C:27]3[C:22](=[CH:23][C:24]([F:31])=[C:25]([F:30])[CH:26]=3)[N:21]=2)=[O:11])[CH:5]=1.[OH-].[Na+]. Given the product [F:30][C:25]1[CH:26]=[C:27]2[C:22](=[CH:23][C:24]=1[F:31])[N:21]=[C:20]([NH:19][CH2:18][C@@H:13]1[CH2:14][CH2:15][CH2:16][CH2:17][N:12]1[C:10]([C:6]1[CH:5]=[C:4]([CH:9]=[CH:8][CH:7]=1)[C:3]([OH:32])=[O:2])=[O:11])[CH:29]=[N:28]2, predict the reactants needed to synthesize it. (3) Given the product [F:23][C:20]1[CH:21]=[CH:22][C:17]([S:14]([C:7]2[C:6]([CH3:24])=[C:5]([CH2:4][C:3]([OH:25])=[O:2])[N:13]3[C:8]=2[CH:9]=[CH:10][CH:11]=[CH:12]3)(=[O:16])=[O:15])=[CH:18][CH:19]=1, predict the reactants needed to synthesize it. The reactants are: C[O:2][C:3](=[O:25])[CH2:4][C:5]1[N:13]2[C:8]([CH:9]=[CH:10][CH:11]=[CH:12]2)=[C:7]([S:14]([C:17]2[CH:22]=[CH:21][C:20]([F:23])=[CH:19][CH:18]=2)(=[O:16])=[O:15])[C:6]=1[CH3:24].CO.O.[OH-].[Na+]. (4) The reactants are: [F:1][C:2]1[CH:3]=[C:4]([CH:15]=[CH:16][CH:17]=1)[O:5][C:6]1[CH:14]=[CH:13][CH:12]=[CH:11][C:7]=1[C:8]([OH:10])=O.[NH2:18][C@@H:19]1[C@H:23]2[O:24][CH2:25][C@H:26]([NH:27][C:28]([CH:30]3[CH2:32][CH2:31]3)=[O:29])[C@H:22]2[O:21][CH2:20]1. Given the product [CH:30]1([C:28]([NH:27][C@@H:26]2[C@H:22]3[O:21][CH2:20][C@H:19]([NH:18][C:8](=[O:10])[C:7]4[CH:11]=[CH:12][CH:13]=[CH:14][C:6]=4[O:5][C:4]4[CH:15]=[CH:16][CH:17]=[C:2]([F:1])[CH:3]=4)[C@H:23]3[O:24][CH2:25]2)=[O:29])[CH2:31][CH2:32]1, predict the reactants needed to synthesize it. (5) Given the product [CH3:13][C:14]1[CH:19]=[C:18]([C:2]2[N:7]=[C:6]([C:8]([O:10][CH3:11])=[O:9])[C:5]([C:30]3[CH:35]=[CH:34][CH:33]=[CH:32][CH:31]=3)=[N:4][CH:3]=2)[CH:17]=[N:16][CH:15]=1, predict the reactants needed to synthesize it. The reactants are: Br[C:2]1[N:7]=[C:6]([C:8]([O:10][CH3:11])=[O:9])[C:5](Cl)=[N:4][CH:3]=1.[CH3:13][C:14]1[CH:15]=[N:16][CH:17]=[C:18](B(O)O)[CH:19]=1.C([O-])([O-])=O.[Cs+].[Cs+].O.[C:30]1(B(O)O)[CH:35]=[CH:34][CH:33]=[CH:32][CH:31]=1. (6) Given the product [NH2:12][C:9]1[CH:10]=[CH:11][C:6]([S:3]([CH2:1][CH3:2])(=[O:5])=[O:4])=[C:7]([C@H:15]2[C@@H:19]([C:20]([O:22][CH2:23][CH3:24])=[O:21])[CH2:18][CH2:17][N:16]2[C:25]([O:27][C:28]([CH3:30])([CH3:31])[CH3:29])=[O:26])[CH:8]=1, predict the reactants needed to synthesize it. The reactants are: [CH2:1]([S:3]([C:6]1[CH:11]=[CH:10][C:9]([N+:12]([O-])=O)=[CH:8][C:7]=1[C@H:15]1[C@@H:19]([C:20]([O:22][CH2:23][CH3:24])=[O:21])[CH2:18][CH2:17][N:16]1[C:25]([O:27][C:28]([CH3:31])([CH3:30])[CH3:29])=[O:26])(=[O:5])=[O:4])[CH3:2].[H][H]. (7) Given the product [C:3]([O:7][C:8]([N:10]1[CH2:19][CH2:18][C:13]2([O:17][CH2:16][CH2:15][O:14]2)[CH2:12][CH:11]1/[CH:11]=[CH:12]/[C:13]([O:14][CH2:15][CH3:16])=[O:17])=[O:9])([CH3:4])([CH3:5])[CH3:6], predict the reactants needed to synthesize it. The reactants are: [H-].[Na+].[C:3]([O:7][C:8]([N:10]1[CH2:19][CH2:18][C:13]2([O:17][CH2:16][CH2:15][O:14]2)[CH2:12][CH:11]1C=O)=[O:9])([CH3:6])([CH3:5])[CH3:4].